This data is from NCI-60 drug combinations with 297,098 pairs across 59 cell lines. The task is: Regression. Given two drug SMILES strings and cell line genomic features, predict the synergy score measuring deviation from expected non-interaction effect. (1) Drug 2: CN(CC1=CN=C2C(=N1)C(=NC(=N2)N)N)C3=CC=C(C=C3)C(=O)NC(CCC(=O)O)C(=O)O. Synergy scores: CSS=-3.30, Synergy_ZIP=-2.39, Synergy_Bliss=-0.147, Synergy_Loewe=-13.6, Synergy_HSA=-4.45. Drug 1: CN1CCC(CC1)COC2=C(C=C3C(=C2)N=CN=C3NC4=C(C=C(C=C4)Br)F)OC. Cell line: SK-MEL-2. (2) Drug 1: CC1=C(C=C(C=C1)NC2=NC=CC(=N2)N(C)C3=CC4=NN(C(=C4C=C3)C)C)S(=O)(=O)N.Cl. Drug 2: C(=O)(N)NO. Cell line: SN12C. Synergy scores: CSS=3.71, Synergy_ZIP=-1.40, Synergy_Bliss=-0.566, Synergy_Loewe=0.629, Synergy_HSA=0.323. (3) Synergy scores: CSS=20.4, Synergy_ZIP=9.16, Synergy_Bliss=14.9, Synergy_Loewe=8.78, Synergy_HSA=11.9. Cell line: HS 578T. Drug 1: CNC(=O)C1=CC=CC=C1SC2=CC3=C(C=C2)C(=NN3)C=CC4=CC=CC=N4. Drug 2: C1CN(P(=O)(OC1)NCCCl)CCCl.